The task is: Predict the reactants needed to synthesize the given product.. This data is from Full USPTO retrosynthesis dataset with 1.9M reactions from patents (1976-2016). (1) Given the product [C:23]([C:22]1[CH:25]=[C:18]([C:16]2[O:15][N:14]=[C:13]([C:8]3[CH:7]=[CH:6][CH:5]=[C:4]4[C:9]=3[CH2:10][CH2:11][CH2:12][C@H:3]4[NH:2][S:31]([CH3:30])(=[O:33])=[O:32])[N:17]=2)[CH:19]=[CH:20][C:21]=1[O:26][CH:27]([CH3:29])[CH3:28])#[N:24], predict the reactants needed to synthesize it. The reactants are: Cl.[NH2:2][C@@H:3]1[CH2:12][CH2:11][CH2:10][C:9]2[C:8]([C:13]3[N:17]=[C:16]([C:18]4[CH:19]=[CH:20][C:21]([O:26][CH:27]([CH3:29])[CH3:28])=[C:22]([CH:25]=4)[C:23]#[N:24])[O:15][N:14]=3)=[CH:7][CH:6]=[CH:5][C:4]1=2.[CH3:30][S:31](Cl)(=[O:33])=[O:32]. (2) Given the product [CH2:1]([N:3]([CH2:11][CH3:12])[CH2:4][CH2:5][CH2:6][C:7]([CH3:10])([NH2:15])[CH3:8])[CH3:2], predict the reactants needed to synthesize it. The reactants are: [CH2:1]([N:3]([CH2:11][CH3:12])[CH2:4][CH2:5][CH2:6][C:7]([CH3:10])(O)[CH3:8])[CH3:2].CC#[N:15].OS(O)(=O)=O.C([O-])([O-])=O.[Na+].[Na+].[OH-].[Na+].